This data is from Full USPTO retrosynthesis dataset with 1.9M reactions from patents (1976-2016). The task is: Predict the reactants needed to synthesize the given product. Given the product [CH3:22][N:23]1[CH2:28][CH2:27][N:26]([CH2:6][CH2:7][N:8]2[CH:12]=[C:11]([B:13]([OH:14])[OH:17])[CH:10]=[N:9]2)[CH2:25][CH2:24]1, predict the reactants needed to synthesize it. The reactants are: CS(O[CH2:6][CH2:7][N:8]1[CH:12]=[C:11]([B:13]2[O:17]C(C)(C)C(C)(C)[O:14]2)[CH:10]=[N:9]1)(=O)=O.[CH3:22][N:23]1[CH2:28][CH2:27][NH:26][CH2:25][CH2:24]1.